This data is from Full USPTO retrosynthesis dataset with 1.9M reactions from patents (1976-2016). The task is: Predict the reactants needed to synthesize the given product. (1) Given the product [O:17]1[C:21]2[CH:22]=[CH:23][CH:24]=[CH:25][C:20]=2[N:19]=[C:18]1[CH2:26][C:27]([N:12]1[CH2:13][CH2:14][CH2:15][C:16]2[N:8]([C:5]3[CH:4]=[CH:3][C:2]([F:1])=[CH:7][CH:6]=3)[N:9]=[CH:10][C:11]1=2)=[O:28], predict the reactants needed to synthesize it. The reactants are: [F:1][C:2]1[CH:7]=[CH:6][C:5]([N:8]2[C:16]3[CH2:15][CH2:14][CH2:13][NH:12][C:11]=3[CH:10]=[N:9]2)=[CH:4][CH:3]=1.[O:17]1[C:21]2[CH:22]=[CH:23][CH:24]=[CH:25][C:20]=2[N:19]=[C:18]1[CH2:26][C:27](O)=[O:28].CCN(CC)CC.CN(C(ON1N=NC2C=CC=NC1=2)=[N+](C)C)C.F[P-](F)(F)(F)(F)F. (2) Given the product [CH2:8]([CH2:9][C@H:10]([CH2:13][C:7]1[CH:8]=[CH:9][C:10]([CH2:13][CH2:14][NH:26][C@@H:17]([CH3:16])[C@H:18]([OH:25])[C:19]2[CH:20]=[CH:21][CH:22]=[CH:23][CH:24]=2)=[CH:11][CH:12]=1)[CH3:11])[CH3:7], predict the reactants needed to synthesize it. The reactants are: C(C[C@H](O[C:7]1[CH:12]=[CH:11][C:10]([CH2:13][CH2:14]Br)=[CH:9][CH:8]=1)C)C.[CH3:16][C@H:17]([NH2:26])[C@H:18]([OH:25])[C:19]1[CH:24]=[CH:23][CH:22]=[CH:21][CH:20]=1. (3) Given the product [CH2:3]([N:10]1[CH:11]2[CH:18]([OH:22])[C:17](=[O:19])[CH2:16][CH:15]1[CH2:14][O:13][CH2:12]2)[C:4]1[CH:5]=[CH:6][CH:7]=[CH:8][CH:9]=1, predict the reactants needed to synthesize it. The reactants are: [OH-].[K+].[CH2:3]([N:10]1[CH:15]2[CH2:16][C:17](=[O:19])[CH2:18][CH:11]1[CH2:12][O:13][CH2:14]2)[C:4]1[CH:9]=[CH:8][CH:7]=[CH:6][CH:5]=1.C(OI(C1C=CC=CC=1)OC(=O)C)(=[O:22])C. (4) Given the product [C:26]1([NH:1][C:2]2[CH:3]=[C:4]([C:10]3[N:15]=[C:14]([CH2:16][NH:17][C:18](=[O:24])[O:19][C:20]([CH3:21])([CH3:23])[CH3:22])[CH:13]=[N:12][CH:11]=3)[CH:5]=[N:6][C:7]=2[O:8][CH3:9])[C:35]2[C:30](=[CH:31][CH:32]=[CH:33][CH:34]=2)[CH:29]=[CH:28][N:27]=1, predict the reactants needed to synthesize it. The reactants are: [NH2:1][C:2]1[CH:3]=[C:4]([C:10]2[N:15]=[C:14]([CH2:16][NH:17][C:18](=[O:24])[O:19][C:20]([CH3:23])([CH3:22])[CH3:21])[CH:13]=[N:12][CH:11]=2)[CH:5]=[N:6][C:7]=1[O:8][CH3:9].Cl[C:26]1[C:35]2[C:30](=[CH:31][CH:32]=[CH:33][CH:34]=2)[CH:29]=[CH:28][N:27]=1.CC(C)([O-])C.[Na+].COCCOC. (5) Given the product [C:1]([O:5][C:6](=[O:36])[NH:7][C:8]1([C:12]2[CH:13]=[CH:14][C:15]([C:38]3[C:47](=[O:48])[C:46]4[C:41](=[CH:42][C:43]([O:51][CH3:52])=[C:44]([O:49][CH3:50])[CH:45]=4)[O:40][C:39]=3[C:53]3[CH:58]=[CH:57][CH:56]=[CH:55][CH:54]=3)=[CH:16][CH:17]=2)[CH2:9][CH2:10][CH2:11]1)([CH3:4])([CH3:2])[CH3:3], predict the reactants needed to synthesize it. The reactants are: [C:1]([O:5][C:6](=[O:36])[NH:7][C:8]1([C:12]2[CH:17]=[CH:16][C:15](C3C(=O)C4C(=CC=C(F)C=4)OC=3C3C=CC=CC=3)=[CH:14][CH:13]=2)[CH2:11][CH2:10][CH2:9]1)([CH3:4])([CH3:3])[CH3:2].I[C:38]1[C:47](=[O:48])[C:46]2[C:41](=[CH:42][C:43]([O:51][CH3:52])=[C:44]([O:49][CH3:50])[CH:45]=2)[O:40][C:39]=1[C:53]1[CH:58]=[CH:57][CH:56]=[CH:55][CH:54]=1. (6) Given the product [C:11]([NH:14][C:15]1[CH:23]=[CH:22][CH:21]=[C:20]2[C:16]=1[CH:17]=[C:18]([CH3:28])[N:19]2[CH2:2][C:1]([O:10][CH2:38][CH3:39])=[O:9])(=[O:13])[CH3:12], predict the reactants needed to synthesize it. The reactants are: [C:1]([OH:10])(=[O:9])[C:2]1C(=CC=CC=1)S.[C:11]([NH:14][C:15]1[CH:23]=[CH:22][CH:21]=[C:20]2[C:16]=1[CH:17](SC1C=CC(Cl)=CC=1)[C:18]([CH3:28])(CC(O)=O)[NH:19]2)(=[O:13])[CH3:12].F[C:38](F)(F)[C:39](O)=O.